Dataset: Full USPTO retrosynthesis dataset with 1.9M reactions from patents (1976-2016). Task: Predict the reactants needed to synthesize the given product. Given the product [CH3:22][C:21]1[C:16]([N:13]2[CH2:14][CH2:15][N:10]([C:8]([C:5]3[CH:6]=[CH:7][C:2]([N:27]4[CH2:28][CH2:29][O:25][C:26]4=[O:30])=[CH:3][C:4]=3[CH3:24])=[O:9])[CH2:11][CH2:12]2)=[N:17][CH:18]=[C:19]([CH3:23])[CH:20]=1, predict the reactants needed to synthesize it. The reactants are: Br[C:2]1[CH:7]=[CH:6][C:5]([C:8]([N:10]2[CH2:15][CH2:14][N:13]([C:16]3[C:21]([CH3:22])=[CH:20][C:19]([CH3:23])=[CH:18][N:17]=3)[CH2:12][CH2:11]2)=[O:9])=[C:4]([CH3:24])[CH:3]=1.[O:25]1[CH2:29][CH2:28][NH:27][C:26]1=[O:30].